Dataset: Catalyst prediction with 721,799 reactions and 888 catalyst types from USPTO. Task: Predict which catalyst facilitates the given reaction. (1) Reactant: [Br:1][C:2]1[CH:3]=[C:4]([C:8]([CH3:14])([CH3:13])[C:9]([O:11]C)=[O:10])[CH:5]=[CH:6][CH:7]=1.[Li+].[OH-]. Product: [Br:1][C:2]1[CH:3]=[C:4]([C:8]([CH3:14])([CH3:13])[C:9]([OH:11])=[O:10])[CH:5]=[CH:6][CH:7]=1. The catalyst class is: 36. (2) Reactant: [SH:1][CH2:2][C:3]([O:5]CC)=O.O.[OH-].[Na+].Cl[C:12]1[C:17]([NH2:18])=[CH:16][C:15]([Cl:19])=[CH:14][N:13]=1. Product: [Cl:19][C:15]1[CH:14]=[N:13][C:12]2[S:1][CH2:2][C:3](=[O:5])[NH:18][C:17]=2[CH:16]=1. The catalyst class is: 14. (3) Reactant: [Cl:1][C:2]1[C:43]([CH3:44])=[CH:42][C:5]([O:6][CH2:7][CH2:8][CH2:9][C:10]2[C:18]3[C:13](=[CH:14][CH:15]=[CH:16][CH:17]=3)[NH:12][C:11]=2[C:19]([NH:21][S:22]([CH2:25][CH:26]2[CH2:31][CH2:30][N:29](C(OCC3C=CC=CC=3)=O)[CH2:28][CH2:27]2)(=[O:24])=[O:23])=[O:20])=[CH:4][C:3]=1[CH3:45].C(OCC)(=O)C. Product: [Cl:1][C:2]1[C:43]([CH3:44])=[CH:42][C:5]([O:6][CH2:7][CH2:8][CH2:9][C:10]2[C:18]3[C:13](=[CH:14][CH:15]=[CH:16][CH:17]=3)[NH:12][C:11]=2[C:19]([NH:21][S:22]([CH2:25][CH:26]2[CH2:31][CH2:30][NH:29][CH2:28][CH2:27]2)(=[O:23])=[O:24])=[O:20])=[CH:4][C:3]=1[CH3:45]. The catalyst class is: 14. (4) Reactant: C(OC(=O)[NH:7][C:8]1[CH:13]=[C:12]([Cl:14])[C:11]([C:15]([F:18])([F:17])[F:16])=[CH:10][C:9]=1[NH:19][C:20](=[O:38])[CH2:21][C:22]([C:24]1[CH:29]=[CH:28][CH:27]=[C:26]([C:30]2[CH:35]=[C:34]([CH3:36])[N:33]=[C:32]([CH3:37])[CH:31]=2)[CH:25]=1)=O)(C)(C)C.C(O)(C(F)(F)F)=O. Product: [Cl:14][C:12]1[C:11]([C:15]([F:17])([F:18])[F:16])=[CH:10][C:9]2[NH:19][C:20](=[O:38])[CH2:21][C:22]([C:24]3[CH:29]=[CH:28][CH:27]=[C:26]([C:30]4[CH:35]=[C:34]([CH3:36])[N:33]=[C:32]([CH3:37])[CH:31]=4)[CH:25]=3)=[N:7][C:8]=2[CH:13]=1. The catalyst class is: 2. (5) Reactant: [OH:1][CH2:2][CH2:3][C:4]1[N:5]=[CH:6][C:7]([NH:10][C:11](=[O:17])[O:12][C:13]([CH3:16])([CH3:15])[CH3:14])=[N:8][CH:9]=1.CCN(C(C)C)C(C)C.[CH3:27][S:28](Cl)(=[O:30])=[O:29].O. Product: [CH3:27][S:28]([O:1][CH2:2][CH2:3][C:4]1[CH:9]=[N:8][C:7]([NH:10][C:11]([O:12][C:13]([CH3:14])([CH3:16])[CH3:15])=[O:17])=[CH:6][N:5]=1)(=[O:30])=[O:29]. The catalyst class is: 2.